Dataset: Reaction yield outcomes from USPTO patents with 853,638 reactions. Task: Predict the reaction yield, written as a fraction of the theoretical maximum amount of product (1.0 means a 100% yield; for example, 0.34 means a 34% yield). (1) The reactants are Cl[C:2]1[N:7]=[C:6]([CH3:8])[C:5]([CH:9]([CH2:14][CH2:15][CH3:16])[C:10]([O:12][CH3:13])=[O:11])=[C:4]([C:17]2[CH:22]=[CH:21][C:20]([CH3:23])=[CH:19][CH:18]=2)[N:3]=1.[CH3:24][CH:25]1[CH2:30][CH2:29][CH2:28][NH:27][CH2:26]1.C(N(CC)CC)C.C(=O)([O-])O.[Na+]. The catalyst is O1CCCC1.CN(C=O)C. The product is [CH3:8][C:6]1[C:5]([CH:9]([CH2:14][CH2:15][CH3:16])[C:10]([O:12][CH3:13])=[O:11])=[C:4]([C:17]2[CH:22]=[CH:21][C:20]([CH3:23])=[CH:19][CH:18]=2)[N:3]=[C:2]([N:27]2[CH2:28][CH2:29][CH2:30][CH:25]([CH3:24])[CH2:26]2)[N:7]=1. The yield is 0.570. (2) The reactants are C[O-].[Na+].[C:4]([CH2:6][C:7]([O:9][CH3:10])=[O:8])#[N:5].Cl[C:12]1[CH:17]=[C:16]([Cl:18])[CH:15]=[CH:14][C:13]=1[N+:19]([O-:21])=[O:20].Cl. The catalyst is O.C(OC(=O)C)C.CS(C)=O. The product is [Cl:18][C:16]1[CH:15]=[CH:14][C:13]([N+:19]([O-:21])=[O:20])=[C:12]([CH:6]([C:4]#[N:5])[C:7]([O:9][CH3:10])=[O:8])[CH:17]=1. The yield is 0.920. (3) The reactants are C([O-])(O)=O.[Na+].OC(C(F)(F)F)=O.[CH2:13]([O:20][N:21]1[C:27](=[O:28])[N:26]2[CH2:29][C@H:22]1[CH2:23][CH2:24][C@H:25]2[C:30]([NH:32][NH2:33])=[O:31])[C:14]1[CH:19]=[CH:18][CH:17]=[CH:16][CH:15]=1.[N:34]#[C:35]Br. The catalyst is O1CCOCC1. The product is [NH2:34][C:35]1[O:31][C:30]([C@@H:25]2[CH2:24][CH2:23][C@@H:22]3[CH2:29][N:26]2[C:27](=[O:28])[N:21]3[O:20][CH2:13][C:14]2[CH:19]=[CH:18][CH:17]=[CH:16][CH:15]=2)=[N:32][N:33]=1. The yield is 0.320. (4) The yield is 0.830. The reactants are [CH:1]1([NH2:4])[CH2:3][CH2:2]1.ClC(Cl)(O[C:9](=[O:15])OC(Cl)(Cl)Cl)Cl.C(N(CC)CC)C.[NH:24]([C:26]1[C:31]([I:32])=[CH:30][CH:29]=[CH:28][N:27]=1)[NH2:25]. The product is [CH:1]1([NH:4][C:9]([NH:25][NH:24][C:26]2[C:31]([I:32])=[CH:30][CH:29]=[CH:28][N:27]=2)=[O:15])[CH2:3][CH2:2]1. The catalyst is ClCCl. (5) The reactants are CC1C=CC(S(O[CH2:12][CH2:13][C:14]2[CH:19]=[CH:18][CH:17]=[C:16]([F:20])[C:15]=2[F:21])(=O)=O)=CC=1.[Li+].[Br-:23]. The catalyst is CC(C)=O. The product is [Br:23][CH2:12][CH2:13][C:14]1[CH:19]=[CH:18][CH:17]=[C:16]([F:20])[C:15]=1[F:21]. The yield is 0.890. (6) The reactants are [F:1][C:2]([F:12])([F:11])[C:3]([CH3:10])([CH3:9])[C:4](=O)[CH2:5][C:6]#[N:7].[CH3:13][NH:14][NH2:15].Cl.C(Cl)Cl. The catalyst is CCO.O. The product is [CH3:13][N:14]1[C:6]([NH2:7])=[CH:5][C:4]([C:3]([CH3:10])([CH3:9])[C:2]([F:1])([F:11])[F:12])=[N:15]1. The yield is 0.411. (7) The reactants are C1(N2CC[O:9]CC2)CCCC=1.[OH:12][C:13]1[CH:20]=[CH:19][C:16]([CH:17]=O)=[CH:15][C:14]=1[O:21][CH3:22].Cl.[CH:24]1[CH:29]=[CH:28][CH:27]=[CH:26]C=1. No catalyst specified. The product is [OH:12][C:13]1[CH:20]=[CH:19][C:16]([CH:17]=[C:26]2[CH2:27][CH2:28][CH2:29][C:24]2=[O:9])=[CH:15][C:14]=1[O:21][CH3:22]. The yield is 0.926.